Dataset: Full USPTO retrosynthesis dataset with 1.9M reactions from patents (1976-2016). Task: Predict the reactants needed to synthesize the given product. (1) Given the product [NH2:8][C:5]1[C:4]2[CH:16]=[C:12]([CH3:13])[S:11][C:3]=2[C:2]([Cl:1])=[CH:7][CH:6]=1, predict the reactants needed to synthesize it. The reactants are: [Cl:1][C:2]1[CH:7]=[CH:6][C:5]([N+:8]([O-])=O)=[CH:4][C:3]=1[S:11][CH2:12][C:13](Cl)=C.[CH3:16]COC(C)=O. (2) Given the product [NH2:22][C:19]([C:12]1[N:13]([CH3:18])[C:14](=[O:17])[C:15]([OH:16])=[C:10]([C:8]([NH:7][CH2:6][C:5]2[CH:4]=[CH:3][C:2]([F:1])=[CH:34][CH:33]=2)=[O:9])[N:11]=1)([CH3:21])[CH3:20], predict the reactants needed to synthesize it. The reactants are: [F:1][C:2]1[CH:34]=[CH:33][C:5]([CH2:6][NH:7][C:8]([C:10]2[N:11]=[C:12]([C:19]([NH:22]C(=O)OCC3C=CC=CC=3)([CH3:21])[CH3:20])[N:13]([CH3:18])[C:14](=[O:17])[C:15]=2[OH:16])=[O:9])=[CH:4][CH:3]=1.